This data is from Forward reaction prediction with 1.9M reactions from USPTO patents (1976-2016). The task is: Predict the product of the given reaction. Given the reactants Br[C:2]1[CH:7]=[CH:6][C:5]([C:8]([C:11]2[CH:16]=[CH:15][CH:14]=[CH:13][CH:12]=2)=[N:9][OH:10])=[CH:4][CH:3]=1.[B:17]1([B:17]2[O:21][C:20]([CH3:23])([CH3:22])[C:19]([CH3:25])([CH3:24])[O:18]2)[O:21][C:20]([CH3:23])([CH3:22])[C:19]([CH3:25])([CH3:24])[O:18]1.ClCCl.C([O-])(=O)C.[K+], predict the reaction product. The product is: [C:11]1([C:8]([C:5]2[CH:6]=[CH:7][C:2]([B:17]3[O:21][C:20]([CH3:23])([CH3:22])[C:19]([CH3:25])([CH3:24])[O:18]3)=[CH:3][CH:4]=2)=[N:9][OH:10])[CH:16]=[CH:15][CH:14]=[CH:13][CH:12]=1.